Dataset: Full USPTO retrosynthesis dataset with 1.9M reactions from patents (1976-2016). Task: Predict the reactants needed to synthesize the given product. (1) Given the product [F:1][C:2]1[CH:3]=[C:4]([CH2:11][CH2:12][OH:13])[CH:5]=[CH:6][C:7]=1[N+:8]([O-:10])=[O:9], predict the reactants needed to synthesize it. The reactants are: [F:1][C:2]1[CH:3]=[C:4]([CH2:11][C:12](O)=[O:13])[CH:5]=[CH:6][C:7]=1[N+:8]([O-:10])=[O:9].B.CSC. (2) Given the product [C:2]12([O:14][C:13]3[CH:15]=[CH:17][CH:18]=[CH:19][C:20]=3[O:1]1)[CH2:7][CH2:6][CH:5]([C:8]([O:10][CH2:11][CH3:12])=[O:9])[CH2:4][CH2:3]2, predict the reactants needed to synthesize it. The reactants are: [O:1]=[C:2]1[CH2:7][CH2:6][CH:5]([C:8]([O:10][CH2:11][CH3:12])=[O:9])[CH2:4][CH2:3]1.[C:13]1([C:15](=[CH:17][CH:18]=[CH:19][CH:20]=1)O)[OH:14].O.C1(C)C=CC(S(O)(=O)=O)=CC=1. (3) Given the product [CH:22]([N:15]([C:16]1[CH:17]=[CH:18][CH:19]=[CH:20][CH:21]=1)[C:13](=[O:14])[CH2:12][N:8]1[C:9](=[O:11])[CH2:10][C:4]2[N:5]([C:29]([C:30]3[CH:35]=[CH:34][CH:33]=[CH:32][CH:31]=3)=[N:37][N:38]=2)[C:6]2[CH:28]=[CH:27][CH:26]=[CH:25][C:7]1=2)([CH3:24])[CH3:23], predict the reactants needed to synthesize it. The reactants are: C(O[C:4]1[CH2:10][C:9](=[O:11])[N:8]([CH2:12][C:13]([N:15]([CH:22]([CH3:24])[CH3:23])[C:16]2[CH:21]=[CH:20][CH:19]=[CH:18][CH:17]=2)=[O:14])[C:7]2[CH:25]=[CH:26][CH:27]=[CH:28][C:6]=2[N:5]=1)C.[C:29]([NH:37][NH2:38])(=O)[C:30]1[CH:35]=[CH:34][CH:33]=[CH:32][CH:31]=1.